From a dataset of Peptide-MHC class I binding affinity with 185,985 pairs from IEDB/IMGT. Regression. Given a peptide amino acid sequence and an MHC pseudo amino acid sequence, predict their binding affinity value. This is MHC class I binding data. (1) The binding affinity (normalized) is 0.0827. The peptide sequence is EQLLKILDNL. The MHC is HLA-A02:03 with pseudo-sequence HLA-A02:03. (2) The peptide sequence is VVHGYFTEV. The MHC is HLA-A02:02 with pseudo-sequence HLA-A02:02. The binding affinity (normalized) is 0.737.